Task: Predict the reactants needed to synthesize the given product.. Dataset: Full USPTO retrosynthesis dataset with 1.9M reactions from patents (1976-2016) (1) The reactants are: [C:1]([O:5][C:6]([N:8]1[CH2:13][CH2:12][CH:11](O)[CH2:10][CH2:9]1)=[O:7])([CH3:4])([CH3:3])[CH3:2].C1(P(C2C=CC=CC=2)C2C=CC=CC=2)C=CC=CC=1.[SH:34][C:35]1[N:39]([CH3:40])[N:38]=[N:37][N:36]=1.N(C(OC(C)C)=O)=NC(OC(C)C)=O. Given the product [C:1]([O:5][C:6]([N:8]1[CH2:13][CH2:12][CH:11]([S:34][C:35]2[N:39]([CH3:40])[N:38]=[N:37][N:36]=2)[CH2:10][CH2:9]1)=[O:7])([CH3:4])([CH3:3])[CH3:2], predict the reactants needed to synthesize it. (2) Given the product [F:30][C:27]([F:28])([F:29])[C:22]([C:19]1[CH:18]=[CH:17][C:16]([CH3:15])=[CH:21][CH:20]=1)([O:31][CH3:3])[C:23]([F:24])([F:25])[F:26], predict the reactants needed to synthesize it. The reactants are: N(C(OC(C)C)=O)=N[C:3](OC(C)C)=O.[CH3:15][C:16]1[CH:21]=[CH:20][C:19]([C:22]([OH:31])([C:27]([F:30])([F:29])[F:28])[C:23]([F:26])([F:25])[F:24])=[CH:18][CH:17]=1.C1(P(C2C=CC=CC=2)C2C=CC=CC=2)C=CC=CC=1. (3) Given the product [Br:22][C:23]1[CH:28]=[CH:27][C:26]([S:29]([NH:15][C:12]2[CH:11]=[N:10][C:9]([CH:6]3[CH2:7][CH2:8][N:4]([CH2:1][CH2:2][CH3:3])[CH2:5]3)=[N:14][CH:13]=2)(=[O:31])=[O:30])=[CH:25][CH:24]=1, predict the reactants needed to synthesize it. The reactants are: [CH2:1]([N:4]1[CH2:8][CH2:7][CH:6]([C:9]2[N:14]=[CH:13][C:12]([NH2:15])=[CH:11][N:10]=2)[CH2:5]1)[CH2:2][CH3:3].N1C=CC=CC=1.[Br:22][C:23]1[CH:28]=[CH:27][C:26]([S:29](Cl)(=[O:31])=[O:30])=[CH:25][CH:24]=1.CC[O-].[Na+]. (4) Given the product [Cl:1][C:2]1[CH:9]=[CH:8][C:5]([CH2:6][NH:13][CH2:12][CH2:10][OH:11])=[CH:4][CH:3]=1, predict the reactants needed to synthesize it. The reactants are: [Cl:1][C:2]1[CH:9]=[CH:8][C:5]([CH:6]=O)=[CH:4][CH:3]=1.[CH2:10]([CH2:12][NH2:13])[OH:11].[BH4-].[Na+]. (5) Given the product [CH3:15][O:16][C:17]1[CH:22]=[CH:21][C:20]([C:2]2[CH:3]=[C:4]3[C:9](=[CH:10][CH:11]=2)[CH:8]=[C:7]([C:12]([OH:14])=[O:13])[CH:6]=[CH:5]3)=[CH:19][CH:18]=1, predict the reactants needed to synthesize it. The reactants are: Br[C:2]1[CH:3]=[C:4]2[C:9](=[CH:10][CH:11]=1)[CH:8]=[C:7]([C:12]([OH:14])=[O:13])[CH:6]=[CH:5]2.[CH3:15][O:16][C:17]1[CH:22]=[CH:21][C:20](B(O)O)=[CH:19][CH:18]=1.C1(P(C2C=CC=CC=2)C2C=CC=CC=2)C=CC=CC=1.C([O-])([O-])=O.[Na+].[Na+]. (6) Given the product [O:1]=[C:2]1[N:25]([CH2:26][CH2:27][CH2:28][CH2:29][CH2:30][CH2:31][C:32]([OH:34])=[O:33])[C:6]2=[N:7][C:8]([C:18]3[CH:23]=[CH:22][C:21]([CH3:24])=[CH:20][CH:19]=3)=[C:9]([C:11]3[CH:12]=[CH:13][C:14]([CH3:17])=[CH:15][CH:16]=3)[N:10]=[C:5]2[CH2:4][CH2:3]1, predict the reactants needed to synthesize it. The reactants are: [O:1]=[C:2]1[N:25]([CH2:26][CH2:27][CH2:28][CH2:29][CH2:30][CH2:31][C:32]([O:34]CC)=[O:33])[C:6]2=[N:7][C:8]([C:18]3[CH:23]=[CH:22][C:21]([CH3:24])=[CH:20][CH:19]=3)=[C:9]([C:11]3[CH:16]=[CH:15][C:14]([CH3:17])=[CH:13][CH:12]=3)[N:10]=[C:5]2[CH2:4][CH2:3]1.[OH-].[Na+].